From a dataset of CYP2D6 substrate classification data from Carbon-Mangels et al.. Regression/Classification. Given a drug SMILES string, predict its absorption, distribution, metabolism, or excretion properties. Task type varies by dataset: regression for continuous measurements (e.g., permeability, clearance, half-life) or binary classification for categorical outcomes (e.g., BBB penetration, CYP inhibition). Dataset: cyp2d6_substrate_carbonmangels. The drug is O=C(O)c1ccc(OCCn2ccnc2)cc1. The result is 0 (non-substrate).